This data is from Peptide-MHC class I binding affinity with 185,985 pairs from IEDB/IMGT. The task is: Regression. Given a peptide amino acid sequence and an MHC pseudo amino acid sequence, predict their binding affinity value. This is MHC class I binding data. (1) The peptide sequence is RPNMSRHHF. The MHC is HLA-B51:01 with pseudo-sequence HLA-B51:01. The binding affinity (normalized) is 0.0134. (2) The peptide sequence is NTIDQTANV. The MHC is HLA-A02:01 with pseudo-sequence HLA-A02:01. The binding affinity (normalized) is 0.530.